From a dataset of Full USPTO retrosynthesis dataset with 1.9M reactions from patents (1976-2016). Predict the reactants needed to synthesize the given product. (1) Given the product [ClH:61].[ClH:61].[NH2:8][C@H:9]([C:11]1[N:12]([C:24]2[CH:29]=[CH:28][CH:27]=[CH:26][CH:25]=2)[C:13]2[C:19]([C:20]([N:30]3[CH2:35][CH2:34][O:33][CH2:32][CH2:31]3)=[O:22])=[C:18]([F:23])[CH:17]=[CH:16][C:14]=2[N:15]=1)[CH3:10], predict the reactants needed to synthesize it. The reactants are: C(OC([NH:8][C@H:9]([C:11]1[N:12]([C:24]2[CH:29]=[CH:28][CH:27]=[CH:26][CH:25]=2)[C:13]2[C:19]([C:20]([OH:22])=O)=[C:18]([F:23])[CH:17]=[CH:16][C:14]=2[N:15]=1)[CH3:10])=O)(C)(C)C.[NH:30]1[CH2:35][CH2:34][O:33][CH2:32][CH2:31]1.CN(C(ON1N=NC2C=CC=NC1=2)=[N+](C)C)C.F[P-](F)(F)(F)(F)F.C(Cl)[Cl:61]. (2) Given the product [C:1]([O:7][C:13]1[CH:12]=[CH:11][CH:10]=[C:9]([Cl:8])[CH:14]=1)(=[O:6])[CH2:2][CH2:3][C:4]#[CH:5], predict the reactants needed to synthesize it. The reactants are: [C:1]([OH:7])(=[O:6])[CH2:2][CH2:3][C:4]#[CH:5].[Cl:8][C:9]1[CH:10]=[C:11](O)[CH:12]=[CH:13][CH:14]=1. (3) Given the product [CH3:13][N:14]1[CH:18]=[C:17]([C:2]2[CH:8]=[CH:7][C:5]([NH2:6])=[C:4]([S:9]([CH3:12])(=[O:11])=[O:10])[CH:3]=2)[CH:16]=[N:15]1, predict the reactants needed to synthesize it. The reactants are: Br[C:2]1[CH:8]=[CH:7][C:5]([NH2:6])=[C:4]([S:9]([CH3:12])(=[O:11])=[O:10])[CH:3]=1.[CH3:13][N:14]1[CH:18]=[C:17](B2OC(C)(C)C(C)(C)O2)[CH:16]=[N:15]1.C([O-])([O-])=O.[Na+].[Na+]. (4) Given the product [F:27][C:21]1[CH:20]=[C:19]([C@H:18]2[NH:9][C@@H:10]([C:11]([O:13][CH3:14])=[O:12])[CH2:15][CH2:16][CH2:17]2)[CH:24]=[C:23]([F:25])[C:22]=1[F:26], predict the reactants needed to synthesize it. The reactants are: Cl.C(OC([NH:9][C@H:10]([CH2:15][CH2:16][CH2:17][C:18](=O)[C:19]1[CH:24]=[C:23]([F:25])[C:22]([F:26])=[C:21]([F:27])[CH:20]=1)[C:11]([O:13][CH3:14])=[O:12])=O)(C)(C)C. (5) Given the product [CH2:7]([CH:8]([N:17]1[C:13](=[O:23])[C:14]2[C:15](=[CH:19][CH:20]=[CH:21][CH:22]=2)[C:16]1=[O:18])[CH2:9][C:10](=[O:12])[CH3:11])[C:1]1[CH:6]=[CH:5][CH:4]=[CH:3][CH:2]=1, predict the reactants needed to synthesize it. The reactants are: [C:1]1([CH2:7][CH:8]=[CH:9][C:10](=[O:12])[CH3:11])[CH:6]=[CH:5][CH:4]=[CH:3][CH:2]=1.[C:13]1(=[O:23])[NH:17][C:16](=[O:18])[C:15]2=[CH:19][CH:20]=[CH:21][CH:22]=[C:14]12. (6) Given the product [Br:11][C:3]1[C:2]2[N:1]=[C:23]([C:22]3[CH:26]=[CH:27][CH:28]=[C:20]([C:19]([F:18])([F:29])[F:30])[CH:21]=3)[O:9][C:8](=[O:10])[C:7]=2[CH:6]=[N:5][CH:4]=1, predict the reactants needed to synthesize it. The reactants are: [NH2:1][C:2]1[C:7]([C:8]([OH:10])=[O:9])=[CH:6][N:5]=[CH:4][C:3]=1[Br:11].N1C=CC=CC=1.[F:18][C:19]([F:30])([F:29])[C:20]1[CH:21]=[C:22]([CH:26]=[CH:27][CH:28]=1)[C:23](Cl)=O. (7) Given the product [Cl:20][C:12]1[CH:13]=[CH:14][CH:15]=[C:16]([CH:17]2[CH2:18][CH2:19]2)[C:11]=1[OH:10], predict the reactants needed to synthesize it. The reactants are: C(=O)([O-])[O-].[K+].[K+].C([O:10][C:11]1[C:16]([CH:17]2[CH2:19][CH2:18]2)=[CH:15][CH:14]=[CH:13][C:12]=1[Cl:20])(=O)C.O. (8) Given the product [S:22]1[CH:23]=[CH:24][N:25]=[C:21]1[C:2]1[S:3][C:4]2[CH:10]=[C:9]([C:11]([O:13][CH2:14][CH3:15])=[O:12])[CH:8]=[CH:7][C:5]=2[N:6]=1, predict the reactants needed to synthesize it. The reactants are: Br[C:2]1[S:3][C:4]2[CH:10]=[C:9]([C:11]([O:13][CH2:14][CH3:15])=[O:12])[CH:8]=[CH:7][C:5]=2[N:6]=1.C([Sn](CCCC)(CCCC)[C:21]1[S:22][CH:23]=[CH:24][N:25]=1)CCC.